This data is from Full USPTO retrosynthesis dataset with 1.9M reactions from patents (1976-2016). The task is: Predict the reactants needed to synthesize the given product. (1) Given the product [Cl:20][C:21]1[CH:26]=[C:25]([C:27]([F:28])([F:29])[F:30])[CH:24]=[CH:23][C:22]=1[O:1][C:2]1[CH:3]=[CH:4][C:5]([N:8]2[CH2:12][CH:11]([C:13]([F:16])([F:14])[F:15])[CH2:10][C@H:9]2[CH2:17][C:18]#[N:19])=[CH:6][CH:7]=1, predict the reactants needed to synthesize it. The reactants are: [OH:1][C:2]1[CH:7]=[CH:6][C:5]([N:8]2[CH2:12][C@@H:11]([C:13]([F:16])([F:15])[F:14])[CH2:10][C@H:9]2[CH2:17][C:18]#[N:19])=[CH:4][CH:3]=1.[Cl:20][C:21]1[CH:26]=[C:25]([C:27]([F:30])([F:29])[F:28])[CH:24]=[CH:23][C:22]=1F.C(=O)([O-])[O-].[Cs+].[Cs+]. (2) Given the product [F:5][C:6]([F:11])([F:10])[C:7]([OH:9])=[O:8].[CH:1]1([NH:4][C:32](=[O:34])[C:31]2[CH:35]=[C:27]([C:23]3[N:22]4[CH:17]=[C:18]([CH3:36])[CH:19]=[C:20]([O:68][CH2:69][C:7]5[C:6]([F:11])=[CH:50][CH:55]=[CH:54][C:53]=5[F:42])[C:21]4=[N:25][C:24]=3[CH3:26])[CH:28]=[N:29][CH:30]=2)[CH2:3][CH2:2]1, predict the reactants needed to synthesize it. The reactants are: [CH:1]1([NH2:4])[CH2:3][CH2:2]1.[F:5][C:6]([F:11])([F:10])[C:7]([OH:9])=[O:8].FC1C=CC=C(F)C=1CO[C:17]1[N:22]2[C:23]([C:27]3[CH:28]=[N:29][CH:30]=[C:31]([CH:35]=3)[C:32]([OH:34])=O)=[C:24]([CH3:26])[N:25]=[C:21]2[CH:20]=[CH:19][C:18]=1[CH3:36].[F:42][B-](F)(F)F.N1(O[C+](N(C)C)N(C)C)C2C=[CH:53][CH:54]=[CH:55][C:50]=2N=N1.CN1C[CH2:69][O:68]CC1.